Dataset: Forward reaction prediction with 1.9M reactions from USPTO patents (1976-2016). Task: Predict the product of the given reaction. The product is: [OH:6][C:7]1[CH:8]=[C:9]([C:15]([C@@H:17]2[C@:26]3([CH3:27])[C@H:21]([C:22]([CH3:28])([CH3:29])[CH2:23][CH2:24][CH2:25]3)[CH2:20][C@H:19]([CH2:30][NH:31][C:32](=[O:39])[C:33]3[CH:34]=[CH:35][CH:36]=[CH:37][CH:38]=3)[C@H:18]2[CH3:40])=[O:16])[CH:10]=[C:11]([OH:13])[CH:12]=1. Given the reactants B(Br)(Br)Br.C[O:6][C:7]1[CH:8]=[C:9]([C:15]([C@@H:17]2[C@:26]3([CH3:27])[C@H:21]([C:22]([CH3:29])([CH3:28])[CH2:23][CH2:24][CH2:25]3)[CH2:20][C@H:19]([CH2:30][NH:31][C:32](=[O:39])[C:33]3[CH:38]=[CH:37][CH:36]=[CH:35][CH:34]=3)[C@H:18]2[CH3:40])=[O:16])[CH:10]=[C:11]([O:13]C)[CH:12]=1, predict the reaction product.